The task is: Predict the reactants needed to synthesize the given product.. This data is from Full USPTO retrosynthesis dataset with 1.9M reactions from patents (1976-2016). (1) The reactants are: Br[C:2]1[CH:3]=[N:4][N:5]2[CH:10]=[CH:9][C:8]([N:11]3[C@@H:15]([CH:16]([CH3:18])[CH3:17])[CH2:14][O:13][C:12]3=[O:19])=[N:7][C:6]=12.CC1(C)C(C)(C)OB([C:28]2[CH:36]=[CH:35][C:31]([C:32]([OH:34])=[O:33])=[CH:30][CH:29]=2)O1.C([O-])([O-])=O.[K+].[K+].CC(C1C=C(C(C)C)C(C2C=CC=CC=2P(C2CCCCC2)C2CCCCC2)=C(C(C)C)C=1)C. Given the product [CH:16]([C@H:15]1[CH2:14][O:13][C:12](=[O:19])[N:11]1[C:8]1[CH:9]=[CH:10][N:5]2[N:4]=[CH:3][C:2]([C:28]3[CH:36]=[CH:35][C:31]([C:32]([OH:34])=[O:33])=[CH:30][CH:29]=3)=[C:6]2[N:7]=1)([CH3:18])[CH3:17], predict the reactants needed to synthesize it. (2) Given the product [Br:18][C:14]1[C:15]([F:17])=[CH:16][C:11]2[CH:10]3[CH2:9][CH:8]([CH2:19]3)[N:7]3[C:3]([CH2:2][NH:1][C:27]([CH:25]4[CH2:26][C:24]4([F:30])[F:23])=[O:28])=[C:4]([C:20]([NH2:22])=[O:21])[N:5]=[C:6]3[C:12]=2[CH:13]=1, predict the reactants needed to synthesize it. The reactants are: [NH2:1][CH2:2][C:3]1[N:7]2[CH:8]3[CH2:19][CH:10]([C:11]4[CH:16]=[C:15]([F:17])[C:14]([Br:18])=[CH:13][C:12]=4[C:6]2=[N:5][C:4]=1[C:20]([NH2:22])=[O:21])[CH2:9]3.[F:23][C:24]1([F:30])[CH2:26][CH:25]1[C:27](O)=[O:28]. (3) Given the product [ClH:38].[F:1][C:2]1[CH:7]=[C:6]([CH3:8])[CH:5]=[CH:4][C:3]=1[NH:9][C:10]1[CH:18]=[C:17]2[C:13]([C:14]([CH2:28][NH:29][CH3:30])=[CH:15][N:16]2[S:19]([C:22]2[CH:23]=[N:24][CH:25]=[CH:26][CH:27]=2)(=[O:21])=[O:20])=[CH:12][CH:11]=1, predict the reactants needed to synthesize it. The reactants are: [F:1][C:2]1[CH:7]=[C:6]([CH3:8])[CH:5]=[CH:4][C:3]=1[NH:9][C:10]1[CH:18]=[C:17]2[C:13]([C:14]([CH2:28][N:29](C)[C:30](=O)OC(C)(C)C)=[CH:15][N:16]2[S:19]([C:22]2[CH:23]=[N:24][CH:25]=[CH:26][CH:27]=2)(=[O:21])=[O:20])=[CH:12][CH:11]=1.[ClH:38].CO. (4) Given the product [Cl:8][C:5]1[CH:6]=[CH:7][C:2]([NH:21][CH2:20][CH2:19][C:16]2[CH:15]=[CH:14][C:13]([C:12]([F:23])([F:11])[F:22])=[CH:18][N:17]=2)=[CH:3][C:4]=1[CH2:9][CH3:10], predict the reactants needed to synthesize it. The reactants are: Br[C:2]1[CH:7]=[CH:6][C:5]([Cl:8])=[C:4]([CH2:9][CH3:10])[CH:3]=1.[F:11][C:12]([F:23])([F:22])[C:13]1[CH:14]=[CH:15][C:16]([CH2:19][CH2:20][NH2:21])=[N:17][CH:18]=1. (5) The reactants are: [C:1]([C:5]1[CH:10]=[CH:9][C:8]([C:11]2[N:12]([C:32](Cl)=[O:33])[C:13]([C:25]3[CH:30]=[CH:29][C:28]([Cl:31])=[CH:27][CH:26]=3)([CH3:24])[C:14]([C:17]3[CH:22]=[CH:21][C:20]([Cl:23])=[CH:19][CH:18]=3)([CH3:16])[N:15]=2)=[C:7]([O:35][CH:36]([CH3:38])[CH3:37])[CH:6]=1)([CH3:4])([CH3:3])[CH3:2].[CH3:39][O:40][CH2:41][CH2:42][CH2:43][N:44]1[CH2:49][CH2:48][NH:47][CH2:46][CH2:45]1. Given the product [C:1]([C:5]1[CH:10]=[CH:9][C:8]([C:11]2[N:12]([C:32]([N:47]3[CH2:48][CH2:49][N:44]([CH2:43][CH2:42][CH2:41][O:40][CH3:39])[CH2:45][CH2:46]3)=[O:33])[C@@:13]([C:25]3[CH:26]=[CH:27][C:28]([Cl:31])=[CH:29][CH:30]=3)([CH3:24])[C@@:14]([C:17]3[CH:22]=[CH:21][C:20]([Cl:23])=[CH:19][CH:18]=3)([CH3:16])[N:15]=2)=[C:7]([O:35][CH:36]([CH3:38])[CH3:37])[CH:6]=1)([CH3:4])([CH3:3])[CH3:2], predict the reactants needed to synthesize it. (6) The reactants are: Cl[C:2]1[C:3]2[N:10]([CH2:11][CH2:12][O:13][CH2:14][CH2:15][O:16][CH3:17])[CH:9]=[CH:8][C:4]=2[N:5]=[CH:6][N:7]=1.[NH2:18][C:19]1[CH:24]=[CH:23][C:22]([OH:25])=[CH:21][C:20]=1[Cl:26].C(=O)([O-])[O-].[Cs+].[Cs+].CN1CCCC1=O. Given the product [Cl:26][C:20]1[CH:21]=[C:22]([O:25][C:2]2[C:3]3[N:10]([CH2:11][CH2:12][O:13][CH2:14][CH2:15][O:16][CH3:17])[CH:9]=[CH:8][C:4]=3[N:5]=[CH:6][N:7]=2)[CH:23]=[CH:24][C:19]=1[NH2:18], predict the reactants needed to synthesize it.